Dataset: Reaction yield outcomes from USPTO patents with 853,638 reactions. Task: Predict the reaction yield, written as a fraction of the theoretical maximum amount of product (1.0 means a 100% yield; for example, 0.34 means a 34% yield). (1) The reactants are Br[C:2]1[CH:3]=[CH:4][C:5]([C:8]([O:10][CH3:11])=[O:9])=[N:6][CH:7]=1.[Cu](C#N)[C:13]#[N:14]. The catalyst is CN1CCCC1=O.O. The product is [C:13]([C:2]1[CH:3]=[CH:4][C:5]([C:8]([O:10][CH3:11])=[O:9])=[N:6][CH:7]=1)#[N:14]. The yield is 0.360. (2) The reactants are C([O:4][C@H:5]1[C@H:10]([O:11]C(=O)C)[C@@H:9]([O:15]C(=O)C)[C@H:8]([N:19]2[C:27]3[C:22](=[CH:23][CH:24]=[CH:25][CH:26]=3)[C:21]([CH2:28][C:29]3[S:30][C:31]([C:34]4[O:35][CH:36]=[CH:37][CH:38]=4)=[CH:32][N:33]=3)=[CH:20]2)[O:7][C@@H:6]1[CH2:39][O:40]C(=O)C)(=O)C.C[O-].[Na+]. The catalyst is CO. The product is [O:35]1[CH:36]=[CH:37][CH:38]=[C:34]1[C:31]1[S:30][C:29]([CH2:28][C:21]2[C:22]3[C:27](=[CH:26][CH:25]=[CH:24][CH:23]=3)[N:19]([C@H:8]3[C@H:9]([OH:15])[C@@H:10]([OH:11])[C@H:5]([OH:4])[C@@H:6]([CH2:39][OH:40])[O:7]3)[CH:20]=2)=[N:33][CH:32]=1. The yield is 0.180. (3) The reactants are Br[C:2]1[CH:7]=[C:6]([S:8]([CH3:11])(=[O:10])=[O:9])[CH:5]=[CH:4][C:3]=1[O:12][CH3:13].[CH3:14][C:15]1([CH3:31])[C:19]([CH3:21])([CH3:20])[O:18][B:17]([B:17]2[O:18][C:19]([CH3:21])([CH3:20])[C:15]([CH3:31])([CH3:14])[O:16]2)[O:16]1.C([O-])(=O)C.[K+]. The catalyst is O1CCOCC1.C1C=CC(P(C2C=CC=CC=2)[C-]2C=CC=C2)=CC=1.C1C=CC(P(C2C=CC=CC=2)[C-]2C=CC=C2)=CC=1.Cl[Pd]Cl.[Fe+2]. The product is [CH3:13][O:12][C:3]1[CH:4]=[CH:5][C:6]([S:8]([CH3:11])(=[O:10])=[O:9])=[CH:7][C:2]=1[B:17]1[O:18][C:19]([CH3:21])([CH3:20])[C:15]([CH3:31])([CH3:14])[O:16]1. The yield is 0.0800. (4) The reactants are C([Li])CCC.Br[C:7]1[CH:12]=[C:11]([O:13][CH2:14][C:15]2[CH:20]=[CH:19][CH:18]=[CH:17][CH:16]=2)[CH:10]=[C:9]([F:21])[CH:8]=1.CN(C)[CH:24]=[O:25]. The catalyst is O1CCCC1. The product is [CH2:14]([O:13][C:11]1[CH:12]=[C:7]([CH:8]=[C:9]([F:21])[CH:10]=1)[CH:24]=[O:25])[C:15]1[CH:20]=[CH:19][CH:18]=[CH:17][CH:16]=1. The yield is 0.320. (5) The reactants are [F:1][C:2]1[CH:22]=[CH:21][C:5]([CH2:6][N:7]2[C:15]3[C:10](=[C:11]4[CH:19]=[CH:18][O:17][C:16](=[O:20])[C:12]4=[N:13][CH:14]=3)[CH:9]=[CH:8]2)=[CH:4][CH:3]=1. The catalyst is CO.[Pd]. The product is [F:1][C:2]1[CH:3]=[CH:4][C:5]([CH2:6][N:7]2[C:15]3[C:10](=[C:11]4[CH2:19][CH2:18][O:17][C:16](=[O:20])[C:12]4=[N:13][CH:14]=3)[CH:9]=[CH:8]2)=[CH:21][CH:22]=1. The yield is 0.0400. (6) The reactants are [CH2:1]([N:3]1[CH2:7][CH:6]([CH2:8][CH2:9]O)[C:5]([C:17]2[CH:22]=[CH:21][CH:20]=[CH:19][CH:18]=2)([C:11]2[CH:16]=[CH:15][CH:14]=[CH:13][CH:12]=2)[C:4]1=[O:23])[CH3:2].O=S(Cl)[Cl:26]. The catalyst is C([O-])([O-])=O.[K+].[K+]. The product is [Cl:26][CH2:9][CH2:8][CH:6]1[CH2:7][N:3]([CH2:1][CH3:2])[C:4](=[O:23])[C:5]1([C:17]1[CH:22]=[CH:21][CH:20]=[CH:19][CH:18]=1)[C:11]1[CH:16]=[CH:15][CH:14]=[CH:13][CH:12]=1. The yield is 0.970. (7) The reactants are [Br:1][C:2]1[CH:6]=[N:5][N:4]([CH:7]([CH3:9])[CH3:8])[C:3]=1[C:10]1[CH:11]=[C:12]([NH2:18])[CH:13]=[CH:14][C:15]=1[O:16][CH3:17].[F:19][C:20]1[CH:21]=[C:22]([N:27]=[C:28]=[O:29])[CH:23]=[CH:24][C:25]=1[F:26]. The catalyst is C(Cl)Cl. The product is [Br:1][C:2]1[CH:6]=[N:5][N:4]([CH:7]([CH3:9])[CH3:8])[C:3]=1[C:10]1[CH:11]=[C:12]([NH:18][C:28]([NH:27][C:22]2[CH:23]=[CH:24][C:25]([F:26])=[C:20]([F:19])[CH:21]=2)=[O:29])[CH:13]=[CH:14][C:15]=1[O:16][CH3:17]. The yield is 0.800. (8) The reactants are C(Cl)(=O)C(Cl)=O.CS(C)=O.[CH2:11]([N:18]([CH3:26])[C@H:19]([CH2:24][OH:25])[C@H:20]([CH2:22][CH3:23])[CH3:21])[C:12]1[CH:17]=[CH:16][CH:15]=[CH:14][CH:13]=1.C(N(CC)CC)C. The catalyst is ClCCl. The product is [CH2:11]([N:18]([CH3:26])[C@@H:19]([C@@H:20]([CH3:21])[CH2:22][CH3:23])[CH:24]=[O:25])[C:12]1[CH:17]=[CH:16][CH:15]=[CH:14][CH:13]=1. The yield is 1.00. (9) The reactants are Br[C:2]1[C:7](=[O:8])[N:6]([CH2:9][C:10]2[CH:15]=[CH:14][C:13]([C:16]3[C:17]([C:22]#[N:23])=[CH:18][CH:19]=[CH:20][CH:21]=3)=[CH:12][CH:11]=2)[C:5]([CH2:24][CH2:25][CH3:26])=[N:4][C:3]=1[CH2:27][CH3:28].[CH3:29][C:30]1[CH:35]=[C:34]([CH3:36])[N:33]=[C:32]([OH:37])[CH:31]=1.[OH-].[K+].CS(C)=O. The catalyst is C(OCC)(=O)C. The product is [CH3:29][C:30]1[CH:35]=[C:34]([CH3:36])[N:33]=[C:32]([O:37][C:2]2[C:7](=[O:8])[N:6]([CH2:9][C:10]3[CH:15]=[CH:14][C:13]([C:16]4[C:17]([C:22]#[N:23])=[CH:18][CH:19]=[CH:20][CH:21]=4)=[CH:12][CH:11]=3)[C:5]([CH2:24][CH2:25][CH3:26])=[N:4][C:3]=2[CH2:27][CH3:28])[CH:31]=1. The yield is 0.480.